Dataset: Full USPTO retrosynthesis dataset with 1.9M reactions from patents (1976-2016). Task: Predict the reactants needed to synthesize the given product. (1) The reactants are: [Br:1][CH2:2][C:3]1[CH:7]=[C:6]([C:8]2O[CH:10]=[CH:11][CH:12]=2)[N:5](C)[N:4]=1.O1C=CC=C1C1[N:23](C)[N:22]=C(CO)C=1. Given the product [Br:1][CH2:2][C:3]1[N:22]=[N:23][N:5]([C:6]2[CH:8]=[CH:12][CH:11]=[CH:10][CH:7]=2)[N:4]=1, predict the reactants needed to synthesize it. (2) Given the product [CH3:20][O:19][C:17]([CH:16]([O:1][C:2]1[CH:11]=[CH:10][C:5]([C:6]([O:8][CH3:9])=[O:7])=[CH:4][C:3]=1[N+:12]([O-:14])=[O:13])[CH2:21][CH3:22])=[O:18], predict the reactants needed to synthesize it. The reactants are: [OH:1][C:2]1[CH:11]=[CH:10][C:5]([C:6]([O:8][CH3:9])=[O:7])=[CH:4][C:3]=1[N+:12]([O-:14])=[O:13].Br[CH:16]([CH2:21][CH3:22])[C:17]([O:19][CH3:20])=[O:18]. (3) Given the product [CH2:15]([O:12][C:11]1[C:10]([CH:13]=[O:14])=[CH:9][C:4]([C:5]([O:7][CH3:8])=[O:6])=[CH:3][C:2]=1[Br:1])[C:16]1[CH:21]=[CH:20][CH:19]=[CH:18][CH:17]=1, predict the reactants needed to synthesize it. The reactants are: [Br:1][C:2]1[CH:3]=[C:4]([CH:9]=[C:10]([CH:13]=[O:14])[C:11]=1[OH:12])[C:5]([O:7][CH3:8])=[O:6].[CH2:15](Br)[C:16]1[CH:21]=[CH:20][CH:19]=[CH:18][CH:17]=1.C(=O)(O)[O-].[K+]. (4) Given the product [F:67][C:61]1[C:62]([F:66])=[CH:63][CH:64]=[CH:65][C:60]=1[CH2:59][S:58][C:56]1[N:57]=[C:52]([NH:10][S:7]([N:1]2[CH2:6][CH2:5][O:4][CH2:3][CH2:2]2)(=[O:9])=[O:8])[CH:53]=[C:54]([O:68][CH2:69][CH2:70][OH:71])[N:55]=1, predict the reactants needed to synthesize it. The reactants are: [N:1]1([S:7]([NH2:10])(=[O:9])=[O:8])[CH2:6][CH2:5][O:4][CH2:3][CH2:2]1.C1(P(C2CCCCC2)C2C=CC=CC=2C2C(C(C)C)=CC(C(C)C)=CC=2C(C)C)CCCCC1.C(=O)([O-])[O-].[Cs+].[Cs+].Cl[C:52]1[N:57]=[C:56]([S:58][CH2:59][C:60]2[CH:65]=[CH:64][CH:63]=[C:62]([F:66])[C:61]=2[F:67])[N:55]=[C:54]([O:68][CH2:69][CH2:70][OH:71])[CH:53]=1. (5) Given the product [Br:1][C:2]1[N:7]=[C:6]([C:8](=[O:11])[NH:9][CH3:10])[C:5]([NH:12][C:13]2[C:18]([C:19]([F:22])([F:20])[F:21])=[CH:17][N:16]=[C:15]([NH:23][C:24]3[CH:36]=[CH:35][C:27]([CH2:28][CH2:29][CH2:30][CH2:31][PH:32](=[O:33])[O:34][CH2:39][C:40]([CH3:58])([CH3:41])[CH2:43][N:44]4[CH:48]=[C:47]([B:49]5[O:53][C:52]([CH3:55])([CH3:54])[C:51]([CH3:57])([CH3:56])[O:50]5)[CH:46]=[N:45]4)=[CH:26][C:25]=3[O:37][CH3:38])[N:14]=2)=[CH:4][CH:3]=1, predict the reactants needed to synthesize it. The reactants are: [Br:1][C:2]1[N:7]=[C:6]([C:8](=[O:11])[NH:9][CH3:10])[C:5]([NH:12][C:13]2[C:18]([C:19]([F:22])([F:21])[F:20])=[CH:17][N:16]=[C:15]([NH:23][C:24]3[CH:36]=[CH:35][C:27]([CH2:28][CH2:29][CH2:30][CH2:31][PH:32](=[O:34])[OH:33])=[CH:26][C:25]=3[O:37][CH3:38])[N:14]=2)=[CH:4][CH:3]=1.[CH3:39][C:40]([CH3:58])([CH2:43][N:44]1[CH:48]=[C:47]([B:49]2[O:53][C:52]([CH3:55])([CH3:54])[C:51]([CH3:57])([CH3:56])[O:50]2)[CH:46]=[N:45]1)[CH2:41]O.CN1C=CN=C1.F[P-](F)(F)(F)(F)F.N1(O[P+](N2CCCC2)(N2CCCC2)N2CCCC2)C2C=CC=CC=2N=N1. (6) Given the product [N:1]1([CH2:6][CH2:7][O:8][C:9]2[CH:14]=[CH:13][C:12]([S:15]([NH:26][CH2:27][CH2:28][C:29]3[CH:30]=[CH:31][C:32]([O:35][C:36](=[O:45])[N:37]([CH3:44])[C:38]4[CH:39]=[CH:40][CH:41]=[CH:42][CH:43]=4)=[CH:33][CH:34]=3)(=[O:17])=[O:16])=[CH:11][CH:10]=2)[CH2:5][CH2:4][CH2:3][CH2:2]1, predict the reactants needed to synthesize it. The reactants are: [N:1]1([CH2:6][CH2:7][O:8][C:9]2[CH:14]=[CH:13][C:12]([S:15]([O-:17])=[O:16])=[CH:11][CH:10]=2)[CH2:5][CH2:4][CH2:3][CH2:2]1.C1C(=O)N(Cl)C(=O)C1.[NH2:26][CH2:27][CH2:28][C:29]1[CH:34]=[CH:33][C:32]([O:35][C:36](=[O:45])[N:37]([CH3:44])[C:38]2[CH:43]=[CH:42][CH:41]=[CH:40][CH:39]=2)=[CH:31][CH:30]=1.C(O)(C(F)(F)F)=O.CCN(C(C)C)C(C)C. (7) Given the product [Br:26][C:23]1[CH:24]=[CH:25][C:35]([C:33]2[NH:29][C:10]([C@@H:9]3[CH2:13][CH2:14][CH2:15][N:8]3[C:1]([O:3][C:4]([CH3:7])([CH3:6])[CH3:5])=[O:2])=[N:49][CH:34]=2)=[CH:21][CH:22]=1, predict the reactants needed to synthesize it. The reactants are: [C:1]([N:8]1[CH2:15][CH2:14][CH2:13][C@H:9]1[C:10](O)=O)([O:3][C:4]([CH3:7])([CH3:6])[CH3:5])=[O:2].BrCC(C1[CH:25]=[CH:24][C:23]([Br:26])=[CH:22][CH:21]=1)=O.CC[N:29]([CH:33]([CH3:35])[CH3:34])C(C)C.BrC(Br)C(C1C=CC=CC=1)=O.CC#[N:49]. (8) Given the product [CH3:17][N:13]1[C:12](=[O:18])[C:11]([O:10][CH2:9][C:8](=[O:19])[N:5]2[CH2:4][CH2:3][CH:2]([O:1][C:24]3[CH:25]=[CH:26][CH:27]=[CH:28][C:23]=3[O:22][C:21]([F:20])([F:31])[F:30])[CH2:7][CH2:6]2)=[CH:16][CH:15]=[N:14]1, predict the reactants needed to synthesize it. The reactants are: [OH:1][CH:2]1[CH2:7][CH2:6][N:5]([C:8](=[O:19])[CH2:9][O:10][C:11]2[C:12](=[O:18])[N:13]([CH3:17])[N:14]=[CH:15][CH:16]=2)[CH2:4][CH2:3]1.[F:20][C:21]([F:31])([F:30])[O:22][C:23]1[CH:28]=[CH:27][CH:26]=[CH:25][C:24]=1O.